From a dataset of Catalyst prediction with 721,799 reactions and 888 catalyst types from USPTO. Predict which catalyst facilitates the given reaction. (1) Reactant: [CH3:1][C:2]1[C:10]2[O:9][CH2:8][C:7](=[O:11])[C:6]=2[CH:5]=[CH:4][CH:3]=1.[Br:12]N1C(=O)CCC1=O.C(OOC(=O)C1C=CC=CC=1)(=O)C1C=CC=CC=1. Product: [Br:12][CH2:1][C:2]1[C:10]2[O:9][CH2:8][C:7](=[O:11])[C:6]=2[CH:5]=[CH:4][CH:3]=1. The catalyst class is: 53. (2) Reactant: Cl[C:2](Cl)([O:4]C(=O)OC(Cl)(Cl)Cl)Cl.[CH:13]([N:16]1[C:20]2[N:21]=[C:22]([C:31]3[CH:36]=[CH:35][C:34]([NH2:37])=[CH:33][CH:32]=3)[N:23]=[C:24]([N:25]3[CH2:30][CH2:29][O:28][CH2:27][CH2:26]3)[C:19]=2[N:18]=[N:17]1)([CH3:15])[CH3:14].[CH3:38][O:39][C:40]1[CH:45]=[CH:44][C:43]([NH2:46])=[CH:42][CH:41]=1.CCN(CC)CC. Product: [CH3:38][O:39][C:40]1[CH:45]=[CH:44][C:43]([NH:46][C:2]([NH:37][C:34]2[CH:33]=[CH:32][C:31]([C:22]3[N:23]=[C:24]([N:25]4[CH2:30][CH2:29][O:28][CH2:27][CH2:26]4)[C:19]4[N:18]=[N:17][N:16]([CH:13]([CH3:15])[CH3:14])[C:20]=4[N:21]=3)=[CH:36][CH:35]=2)=[O:4])=[CH:42][CH:41]=1. The catalyst class is: 2.